Predict the reactants needed to synthesize the given product. From a dataset of Full USPTO retrosynthesis dataset with 1.9M reactions from patents (1976-2016). Given the product [F:25][C:26]1[CH:31]=[CH:30][C:29]([N:32]2[C:5]([C:7]3[CH:17]=[CH:16][C:10]4[O:11][CH2:12][C:13](=[O:15])[NH:14][C:9]=4[CH:8]=3)=[CH:4][C:3]([C:2]([F:23])([F:1])[C:19]([F:22])([F:21])[F:20])=[N:33]2)=[CH:28][CH:27]=1, predict the reactants needed to synthesize it. The reactants are: [F:1][C:2]([F:23])([C:19]([F:22])([F:21])[F:20])[C:3](O)=[CH:4][C:5]([C:7]1[CH:17]=[CH:16][C:10]2[O:11][CH2:12][C:13](=[O:15])[NH:14][C:9]=2[CH:8]=1)=O.Cl.[F:25][C:26]1[CH:31]=[CH:30][C:29]([NH:32][NH2:33])=[CH:28][CH:27]=1.